From a dataset of Full USPTO retrosynthesis dataset with 1.9M reactions from patents (1976-2016). Predict the reactants needed to synthesize the given product. Given the product [CH3:20][O:19][C:17](=[O:18])[NH:9][C:3]1[CH:4]=[CH:5][C:6]([F:8])=[CH:7][C:2]=1[F:1], predict the reactants needed to synthesize it. The reactants are: [F:1][C:2]1[CH:7]=[C:6]([F:8])[CH:5]=[CH:4][C:3]=1[NH2:9].N1C=CC=CC=1.Cl[C:17]([O:19][CH3:20])=[O:18].